Dataset: Full USPTO retrosynthesis dataset with 1.9M reactions from patents (1976-2016). Task: Predict the reactants needed to synthesize the given product. Given the product [CH2:38]([O:1][C:2]1[CH:10]=[CH:9][C:8]([S:11]([N:14]2[CH:27]([CH3:28])[C:26]3[C:21](=[CH:22][CH:23]=[CH:24][CH:25]=3)[C:20]3[CH:19]=[CH:18][CH:17]=[CH:16][C:15]2=3)(=[O:13])=[O:12])=[CH:7][C:3]=1[C:4]([O:6][CH2:36][CH3:37])=[O:5])[CH3:39], predict the reactants needed to synthesize it. The reactants are: [OH:1][C:2]1[CH:10]=[CH:9][C:8]([S:11]([N:14]2[CH:27]([CH3:28])[C:26]3[C:21](=[CH:22][CH:23]=[CH:24][CH:25]=3)[C:20]3[CH:19]=[CH:18][CH:17]=[CH:16][C:15]2=3)(=[O:13])=[O:12])=[CH:7][C:3]=1[C:4]([OH:6])=[O:5].C(=O)([O-])[O-].[K+].[K+].I[CH2:36][CH3:37].[CH2:38](OCC)[CH3:39].